From a dataset of Catalyst prediction with 721,799 reactions and 888 catalyst types from USPTO. Predict which catalyst facilitates the given reaction. Reactant: COC[O:4][C:5]1[CH:13]=[CH:12][C:11]([I:14])=[C:10]2[C:6]=1[CH2:7][N:8](C(C)(C1C=CC=CC=1)C)[C:9]2=[O:15].C(Cl)(Cl)Cl. Product: [OH:4][C:5]1[CH:13]=[CH:12][C:11]([I:14])=[C:10]2[C:6]=1[CH2:7][NH:8][C:9]2=[O:15]. The catalyst class is: 209.